From a dataset of Forward reaction prediction with 1.9M reactions from USPTO patents (1976-2016). Predict the product of the given reaction. (1) Given the reactants [CH3:1][O:2][C:3]([C:5]1[CH:6]=[CH:7][C:8]([C:11]([OH:13])=O)=[N:9][CH:10]=1)=[O:4].[NH:14]1[CH2:19][CH2:18][O:17][CH2:16][CH2:15]1.CCN(CC)CC.CN(C(ON1N=NC2C=CC=CC1=2)=[N+](C)C)C.F[P-](F)(F)(F)(F)F, predict the reaction product. The product is: [N:14]1([C:11]([C:8]2[N:9]=[CH:10][C:5]([C:3]([O:2][CH3:1])=[O:4])=[CH:6][CH:7]=2)=[O:13])[CH2:19][CH2:18][O:17][CH2:16][CH2:15]1. (2) Given the reactants [CH3:1][N:2]1[C:6]2[CH:7]=[CH:8][C:9]([CH2:11][C:12](=[O:14])[CH3:13])=[CH:10][C:5]=2[N:4]([CH3:15])[C:3]1=[O:16].[CH3:17][C:18]1[CH:19]=[C:20]([CH:23]=[CH:24][CH:25]=1)[CH:21]=O.N1CCCCC1, predict the reaction product. The product is: [C:12]([C:11]([C:9]1[CH:8]=[CH:7][C:6]2[N:2]([CH3:1])[C:3](=[O:16])[N:4]([CH3:15])[C:5]=2[CH:10]=1)=[CH:17][C:18]1[CH:19]=[C:20]([CH3:21])[CH:23]=[CH:24][CH:25]=1)(=[O:14])[CH3:13]. (3) Given the reactants Cl.[NH2:2][CH2:3][C@@H:4]([C:6]1[C:14]2[S:13][C:12](=[O:15])[NH:11][C:10]=2[C:9]([OH:16])=[CH:8][CH:7]=1)[OH:5].[CH2:17]([O:25][CH2:26][CH2:27][N:28]1[CH2:33][CH2:32][CH2:31][C@@H:30]([CH:34]=O)[CH2:29]1)[CH2:18][C:19]1[CH:24]=[CH:23][CH:22]=[CH:21][CH:20]=1.C(O)(=O)C.C([BH3-])#N.[Na+], predict the reaction product. The product is: [OH:16][C:9]1[C:10]2[NH:11][C:12](=[O:15])[S:13][C:14]=2[C:6]([C@@H:4]([OH:5])[CH2:3][NH:2][CH2:34][C@H:30]2[CH2:31][CH2:32][CH2:33][N:28]([CH2:27][CH2:26][O:25][CH2:17][CH2:18][C:19]3[CH:20]=[CH:21][CH:22]=[CH:23][CH:24]=3)[CH2:29]2)=[CH:7][CH:8]=1.